This data is from TCR-epitope binding with 47,182 pairs between 192 epitopes and 23,139 TCRs. The task is: Binary Classification. Given a T-cell receptor sequence (or CDR3 region) and an epitope sequence, predict whether binding occurs between them. (1) The epitope is KLFIRQEEV. Result: 0 (the TCR does not bind to the epitope). The TCR CDR3 sequence is CASSAETGPNEKLFF. (2) The epitope is ELAGIGILTV. The TCR CDR3 sequence is CASSYKGAQETQYF. Result: 1 (the TCR binds to the epitope). (3) The epitope is SEPVLKGVKL. The TCR CDR3 sequence is CSASAGNTGELFF. Result: 0 (the TCR does not bind to the epitope). (4) The epitope is FPPTSFGPL. The TCR CDR3 sequence is CASRIGLAGSDTQYF. Result: 0 (the TCR does not bind to the epitope). (5) The epitope is QIKVRVKMV. The TCR CDR3 sequence is CASSREVYGYTF. Result: 0 (the TCR does not bind to the epitope). (6) The epitope is FPPTSFGPL. The TCR CDR3 sequence is CASSWGNTEAFF. Result: 1 (the TCR binds to the epitope). (7) The epitope is RLRPGGKKK. The TCR CDR3 sequence is CASSPGTRNEQFF. Result: 0 (the TCR does not bind to the epitope).